Predict which catalyst facilitates the given reaction. From a dataset of Catalyst prediction with 721,799 reactions and 888 catalyst types from USPTO. (1) Reactant: Cl.N1C=CC=CC=1.C[O:9][C:10]1[CH:19]=[CH:18][CH:17]=[C:16]2[C:11]=1[CH2:12][CH2:13][CH:14]=[C:15]2[CH2:20][CH2:21][C:22]([OH:24])=[O:23].Cl. Product: [OH:9][C:10]1[CH:19]=[CH:18][CH:17]=[C:16]2[C:11]=1[CH2:12][CH2:13][CH:14]=[C:15]2[CH2:20][CH2:21][C:22]([OH:24])=[O:23]. The catalyst class is: 6. (2) Reactant: [F:1][C:2]([F:13])([C:5]1[CH:10]=[CH:9][C:8]([CH2:11][F:12])=[CH:7][N:6]=1)[CH2:3][OH:4].CCN(C(C)C)C(C)C.[O:23](S(C(F)(F)F)(=O)=O)[S:24]([C:27]([F:30])([F:29])[F:28])(=O)=[O:25].N#N. Product: [F:28][C:27]([F:30])([F:29])[S:24]([O:4][CH2:3][C:2]([F:1])([F:13])[C:5]1[CH:10]=[CH:9][C:8]([CH2:11][F:12])=[CH:7][N:6]=1)(=[O:25])=[O:23]. The catalyst class is: 27. (3) Reactant: [NH2:1][C:2]1[CH:3]=[C:4]2[C:9](=[CH:10][CH:11]=1)[N:8]=[CH:7][C:6]([C:12]#[N:13])=[C:5]2[NH:14][C:15]1[CH:20]=[CH:19][C:18]([F:21])=[C:17]([Cl:22])[CH:16]=1.O[CH2:24][C:25]1[O:31][C:28]([CH:29]=[O:30])=[CH:27][CH:26]=1.[BH3-]C#N.[Na+]. Product: [Cl:22][C:17]1[CH:16]=[C:15]([NH:14][C:5]2[C:4]3[C:9](=[CH:10][CH:11]=[C:2]([NH:1][CH2:24][C:25]4[O:31][C:28]([CH2:29][OH:30])=[CH:27][CH:26]=4)[CH:3]=3)[N:8]=[CH:7][C:6]=2[C:12]#[N:13])[CH:20]=[CH:19][C:18]=1[F:21]. The catalyst class is: 14. (4) Reactant: [N+:1]([C:4]1[CH:18]=[CH:17][C:7]([CH2:8][NH:9][C:10](=[O:16])[O:11][C:12]([CH3:15])([CH3:14])[CH3:13])=[CH:6][CH:5]=1)([O-])=O.C(O)C.O.[Cl-].[NH4+]. Product: [NH2:1][C:4]1[CH:18]=[CH:17][C:7]([CH2:8][NH:9][C:10](=[O:16])[O:11][C:12]([CH3:14])([CH3:15])[CH3:13])=[CH:6][CH:5]=1. The catalyst class is: 12.